From a dataset of Reaction yield outcomes from USPTO patents with 853,638 reactions. Predict the reaction yield, written as a fraction of the theoretical maximum amount of product (1.0 means a 100% yield; for example, 0.34 means a 34% yield). (1) The reactants are O[N:2]1C2C=CC=CC=2N=N1.CCN=C=NCCCN(C)C.C(N(CC)C(C)C)(C)C.C(OC([N:38]1[CH2:42][CH2:41][CH:40]([C:43]2[CH:48]=[CH:47][C:46]([NH:49][C:50]3[N:55]=[C:54]([CH2:56][CH2:57][C:58]4[CH:63]=[CH:62][CH:61]=[CH:60][C:59]=4[CH2:64][C:65]([O-:67])=O)[C:53]([C:68]([F:71])([F:70])[F:69])=[CH:52][N:51]=3)=[CH:45][CH:44]=2)[CH2:39]1)=O)(C)(C)C.[Li+].C(=O)([O-])[O-].[NH4+].[NH4+]. The catalyst is C1COCC1.CN(C=O)C. The product is [NH:38]1[CH2:42][CH2:41][CH:40]([C:43]2[CH:44]=[CH:45][C:46]([NH:49][C:50]3[N:55]=[C:54]([CH2:56][CH2:57][C:58]4[CH:63]=[CH:62][CH:61]=[CH:60][C:59]=4[CH2:64][C:65]([NH2:2])=[O:67])[C:53]([C:68]([F:71])([F:70])[F:69])=[CH:52][N:51]=3)=[CH:47][CH:48]=2)[CH2:39]1. The yield is 0.620. (2) The reactants are [N+:1]([C:4]1[CH:13]=[C:12]2[C:7]([C:8](=[O:14])[NH:9][CH:10]=[N:11]2)=[CH:6][CH:5]=1)([O-])=O. The catalyst is CO.[Pd]. The product is [NH2:1][C:4]1[CH:13]=[C:12]2[C:7]([C:8](=[O:14])[NH:9][CH:10]=[N:11]2)=[CH:6][CH:5]=1. The yield is 0.980. (3) The reactants are [CH2:1]([NH:3][C:4]([NH:6][CH2:7][CH2:8][CH2:9][N:10]1[CH2:14][CH2:13][CH2:12][CH2:11]1)=O)[CH3:2].C(N(CC)CC)C.C1(C)C=CC(S(Cl)(=O)=O)=CC=1. The catalyst is ClCCl. The product is [N:10]1([CH2:9][CH2:8][CH2:7][N:6]=[C:4]=[N:3][CH2:1][CH3:2])[CH2:14][CH2:13][CH2:12][CH2:11]1. The yield is 0.670. (4) The reactants are CC(OI1(OC(C)=O)(OC(C)=O)OC(=O)C2C=CC=CC1=2)=O.O[CH2:24][CH2:25][CH2:26][CH2:27][O:28][C:29]1[N:38]=[C:37]2[C:32]([CH:33]=[C:34]([CH2:40][C:41]([F:44])([F:43])[F:42])[C:35](=[O:39])[NH:36]2)=[CH:31][CH:30]=1.[O-]S([O-])(=S)=O.[Na+].[Na+].Cl.[C:53]1([N:63]2[CH2:68][CH2:67][NH:66][CH2:65][CH2:64]2)[C:62]2[C:57](=[CH:58][CH:59]=[CH:60][CH:61]=2)[CH:56]=[CH:55][CH:54]=1.CCN(CC)CC.[BH-](OC(C)=O)(OC(C)=O)OC(C)=O.[Na+]. The catalyst is C(Cl)Cl.C1COCC1.ClCCCl.CCOCC. The product is [C:53]1([N:63]2[CH2:68][CH2:67][N:66]([CH2:24][CH2:25][CH2:26][CH2:27][O:28][C:29]3[N:38]=[C:37]4[C:32]([CH:33]=[C:34]([CH2:40][C:41]([F:44])([F:43])[F:42])[C:35](=[O:39])[NH:36]4)=[CH:31][CH:30]=3)[CH2:65][CH2:64]2)[C:62]2[C:57](=[CH:58][CH:59]=[CH:60][CH:61]=2)[CH:56]=[CH:55][CH:54]=1. The yield is 0.500. (5) The reactants are [C:1]([N:8]1[CH2:16][CH2:15][CH2:14][C@H:10]([C:11]([OH:13])=O)[CH2:9]1)([O:3][C:4]([CH3:7])([CH3:6])[CH3:5])=[O:2].C1C=NC2N(O)N=NC=2C=1.CCN=C=NCCCN(C)C.Cl.O[NH:40][C:41]([C:43]1[NH:44][CH:45]=[C:46]([CH3:48])[CH:47]=1)=[NH:42]. The catalyst is C(Cl)Cl.C(#N)C. The product is [C:4]([O:3][C:1]([N:8]1[CH2:16][CH2:15][CH2:14][C@H:10]([C:11]2[O:13][N:42]=[C:41]([C:43]3[NH:44][CH:45]=[C:46]([CH3:48])[CH:47]=3)[N:40]=2)[CH2:9]1)=[O:2])([CH3:5])([CH3:6])[CH3:7]. The yield is 0.120.